Dataset: Forward reaction prediction with 1.9M reactions from USPTO patents (1976-2016). Task: Predict the product of the given reaction. (1) The product is: [Br:1][C:2]1[CH:16]=[C:15](/[CH:17]=[CH:18]/[CH:19]([C:24]2[CH:25]=[C:26]([Cl:32])[C:27]([Cl:31])=[C:28]([Cl:30])[CH:29]=2)[C:20]([F:23])([F:21])[F:22])[CH:14]=[CH:13][C:3]=1[C:4]([NH:6][CH:7]1[CH2:12][CH2:11][N:10]([CH3:35])[CH2:9][CH2:8]1)=[O:5]. Given the reactants [Br:1][C:2]1[CH:16]=[C:15](/[CH:17]=[CH:18]/[CH:19]([C:24]2[CH:29]=[C:28]([Cl:30])[C:27]([Cl:31])=[C:26]([Cl:32])[CH:25]=2)[C:20]([F:23])([F:22])[F:21])[CH:14]=[CH:13][C:3]=1[C:4]([NH:6][CH:7]1[CH2:12][CH2:11][NH:10][CH2:9][CH2:8]1)=[O:5].C=O.[CH3:35]C(O)=O.[BH3-]C#N.[Na+], predict the reaction product. (2) Given the reactants [NH:1]1[C:9]2[C:4](=[CH:5][C:6]([NH:10][C:11](=[O:15])[CH:12]([CH3:14])[CH3:13])=[CH:7][CH:8]=2)[CH:3]=[CH:2]1.[C:16]([O:20][C:21]([N:23]1[CH2:28][CH2:27][CH:26]([CH2:29][O:30][C:31]2[CH:32]=[N:33][C:34](Cl)=[CH:35][CH:36]=2)[CH2:25][CH2:24]1)=[O:22])([CH3:19])([CH3:18])[CH3:17], predict the reaction product. The product is: [C:16]([O:20][C:21]([N:23]1[CH2:28][CH2:27][CH:26]([CH2:29][O:30][C:31]2[CH:32]=[N:33][C:34]([N:1]3[C:9]4[C:4](=[CH:5][C:6]([NH:10][C:11](=[O:15])[CH:12]([CH3:13])[CH3:14])=[CH:7][CH:8]=4)[CH:3]=[CH:2]3)=[CH:35][CH:36]=2)[CH2:25][CH2:24]1)=[O:22])([CH3:19])([CH3:17])[CH3:18].